From a dataset of Forward reaction prediction with 1.9M reactions from USPTO patents (1976-2016). Predict the product of the given reaction. (1) Given the reactants Cl.[F:2][C:3]1[CH:4]=[N:5][C:6]([C@@H:9]([NH2:11])[CH3:10])=[N:7][CH:8]=1.[Br:12][C:13]1[C:14]([NH:20][C:21]2[CH:25]=[C:24]([CH3:26])[NH:23][N:22]=2)=[N:15][C:16](Cl)=[N:17][CH:18]=1.CCN(C(C)C)C(C)C, predict the reaction product. The product is: [Br:12][C:13]1[C:14]([NH:20][C:21]2[CH:25]=[C:24]([CH3:26])[NH:23][N:22]=2)=[N:15][C:16]([NH:11][C@H:9]([C:6]2[N:7]=[CH:8][C:3]([F:2])=[CH:4][N:5]=2)[CH3:10])=[N:17][CH:18]=1. (2) Given the reactants Cl[C:2]1[C:11]2[C:6](=[CH:7][C:8]([O:12][CH3:13])=[CH:9][CH:10]=2)[N:5]=[CH:4][N:3]=1.[F:14][C:15]1[CH:20]=[C:19]([N+:21]([O-:23])=[O:22])[CH:18]=[CH:17][C:16]=1O.C1(OC2C=CC=CC=2)C=CC=CC=1, predict the reaction product. The product is: [F:14][C:15]1[CH:20]=[C:19]([N+:21]([O-:23])=[O:22])[CH:18]=[CH:17][C:16]=1[C:2]1[C:11]2[C:6](=[CH:7][C:8]([O:12][CH3:13])=[CH:9][CH:10]=2)[N:5]=[CH:4][N:3]=1. (3) Given the reactants [Cl:1][C:2]1[C:12]2[N:11]3[CH2:13][CH2:14][CH2:15][C@@H:16]([NH:17]CCOC)[C@H:10]3[C:9]3[CH:22]=[CH:23][CH:24]=[CH:25][C:8]=3[O:7][C:6]=2[CH:5]=[CH:4][C:3]=1[Cl:26].[CH:27](OCC)=[O:28], predict the reaction product. The product is: [Cl:1][C:2]1[C:12]2[N:11]3[CH2:13][CH2:14][CH2:15][C@@H:16]([NH:17][CH:27]=[O:28])[C@H:10]3[C:9]3[CH:22]=[CH:23][CH:24]=[CH:25][C:8]=3[O:7][C:6]=2[CH:5]=[CH:4][C:3]=1[Cl:26]. (4) Given the reactants [Cl:1][C:2]1[C:7]([Cl:8])=[CH:6][CH:5]=[CH:4][C:3]=1[N:9]1[CH2:14][CH2:13][N:12]([CH2:15][CH2:16][CH2:17][CH2:18][O:19][C:20]2[CH:29]=[C:28]3[C:23]([CH2:24][CH2:25][C:26](=[O:35])[N:27]3[C:30]([O:32][CH2:33]Cl)=[O:31])=[CH:22][CH:21]=2)[CH2:11][CH2:10]1.[C:36]([OH:41])(=[O:40])[CH2:37][CH2:38][CH3:39].C(=O)([O-])[O-].[Cs+].[Cs+], predict the reaction product. The product is: [Cl:1][C:2]1[C:7]([Cl:8])=[CH:6][CH:5]=[CH:4][C:3]=1[N:9]1[CH2:10][CH2:11][N:12]([CH2:15][CH2:16][CH2:17][CH2:18][O:19][C:20]2[CH:29]=[C:28]3[C:23]([CH2:24][CH2:25][C:26](=[O:35])[N:27]3[C:30]([O:32][CH2:33][O:41][C:36](=[O:40])[CH2:37][CH2:38][CH3:39])=[O:31])=[CH:22][CH:21]=2)[CH2:13][CH2:14]1. (5) Given the reactants [F:1][C:2]1[CH:3]=[C:4]([CH:23]=[CH:24][C:25]=1[O:26][CH2:27][C:28]1[CH:33]=[CH:32][CH:31]=[C:30]([F:34])[CH:29]=1)[NH:5][C:6]1[C:15]2[C:10](=[CH:11][CH:12]=[C:13]([C:16]3[O:20][C:19]([CH:21]=O)=[CH:18][CH:17]=3)[CH:14]=2)[N:9]=[CH:8][N:7]=1.[CH3:35][S:36]([CH2:39][CH2:40][NH2:41])(=[O:38])=[O:37], predict the reaction product. The product is: [F:1][C:2]1[CH:3]=[C:4]([NH:5][C:6]2[C:15]3[C:10](=[CH:11][CH:12]=[C:13]([C:16]4[O:20][C:19]([CH2:21][NH:41][CH2:40][CH2:39][S:36]([CH3:35])(=[O:38])=[O:37])=[CH:18][CH:17]=4)[CH:14]=3)[N:9]=[CH:8][N:7]=2)[CH:23]=[CH:24][C:25]=1[O:26][CH2:27][C:28]1[CH:33]=[CH:32][CH:31]=[C:30]([F:34])[CH:29]=1.